Dataset: Reaction yield outcomes from USPTO patents with 853,638 reactions. Task: Predict the reaction yield, written as a fraction of the theoretical maximum amount of product (1.0 means a 100% yield; for example, 0.34 means a 34% yield). (1) The reactants are [N:1]1[CH:6]=[CH:5][CH:4]=[C:3]([C:7]2[CH:11]=[C:10]([C:12]([F:15])([F:14])[F:13])[N:9]([C:16]3[N:21]=[CH:20][C:19]([NH2:22])=[CH:18][CH:17]=3)[N:8]=2)[CH:2]=1.C(N(CC)C(C)C)(C)C.[CH:32]1([C:38](Cl)=[O:39])[CH2:37][CH2:36][CH2:35][CH2:34][CH2:33]1. The catalyst is O1CCCC1.[Cl-].[NH4+]. The product is [N:1]1[CH:6]=[CH:5][CH:4]=[C:3]([C:7]2[CH:11]=[C:10]([C:12]([F:13])([F:14])[F:15])[N:9]([C:16]3[N:21]=[CH:20][C:19]([NH:22][C:38]([CH:32]4[CH2:37][CH2:36][CH2:35][CH2:34][CH2:33]4)=[O:39])=[CH:18][CH:17]=3)[N:8]=2)[CH:2]=1. The yield is 0.300. (2) The reactants are [F:1][C:2]([F:18])([C:12]1[CH:17]=[CH:16][CH:15]=[CH:14][CH:13]=1)[C:3](=[O:11])[CH2:4]P(=O)(OC)OC.O.[OH-].[Li+].[C:22]([O:25][C@@H:26]1[C@H:30]([CH2:31][CH2:32][CH2:33][CH2:34][CH2:35][CH2:36][C:37]([O:39][CH3:40])=[O:38])[C@@H:29]([CH:41]=O)[C@H:28]([O:43][CH:44]2[CH2:49][CH2:48][CH2:47][CH2:46][O:45]2)[CH2:27]1)(=[O:24])[CH3:23]. The catalyst is COC(C)(C)C.O. The product is [C:22]([O:25][C@@H:26]1[C@H:30]([CH2:31][CH2:32][CH2:33][CH2:34][CH2:35][CH2:36][C:37]([O:39][CH3:40])=[O:38])[C@@H:29](/[CH:41]=[CH:4]/[C:3](=[O:11])[C:2]([F:1])([F:18])[C:12]2[CH:13]=[CH:14][CH:15]=[CH:16][CH:17]=2)[C@H:28]([O:43][CH:44]2[CH2:49][CH2:48][CH2:47][CH2:46][O:45]2)[CH2:27]1)(=[O:24])[CH3:23]. The yield is 0.744. (3) The reactants are [I:1][C:2]1[N:3]=[C:4]([C@@H:8]2[CH2:13][C@@H:12]3[C@@H:10]([CH2:11]3)[N:9]2[C:14]([O:16][C:17]([CH3:20])([CH3:19])[CH3:18])=[O:15])[NH:5][C:6]=1I.S([O-])([O-])=O.[Na+].[Na+]. The catalyst is CCO.O. The product is [I:1][C:2]1[N:3]=[C:4]([C@@H:8]2[CH2:13][C@@H:12]3[C@@H:10]([CH2:11]3)[N:9]2[C:14]([O:16][C:17]([CH3:20])([CH3:19])[CH3:18])=[O:15])[NH:5][CH:6]=1.[NH:3]1[CH:2]=[CH:6][N:5]=[C:4]1[C@@H:8]1[CH2:13][C@@H:12]2[C@@H:10]([CH2:11]2)[N:9]1[C:14]([O:16][C:17]([CH3:20])([CH3:19])[CH3:18])=[O:15]. The yield is 0.620. (4) The reactants are Cl[C:2]1[C:7]([C:8]#[N:9])=[C:6]([NH:10][CH3:11])[C:5]([N+:12]([O-:14])=[O:13])=[CH:4][CH:3]=1.[OH:15][CH2:16][C:17]1[CH:22]=[CH:21][CH:20]=[CH:19][C:18]=1B(O)O.C(=O)([O-])[O-].[K+].[K+].C1(P(C2CCCCC2)C2C=CC=CC=2C2C=CC=CC=2N(C)C)CCCCC1. The catalyst is CC(N(C)C)=O.CCOC(C)=O.C1C=CC(/C=C/C(/C=C/C2C=CC=CC=2)=O)=CC=1.C1C=CC(/C=C/C(/C=C/C2C=CC=CC=2)=O)=CC=1.C1C=CC(/C=C/C(/C=C/C2C=CC=CC=2)=O)=CC=1.[Pd].[Pd]. The product is [OH:15][CH2:16][C:17]1[CH:22]=[CH:21][CH:20]=[CH:19][C:18]=1[C:2]1[C:7]([C:8]#[N:9])=[C:6]([NH:10][CH3:11])[C:5]([N+:12]([O-:14])=[O:13])=[CH:4][CH:3]=1. The yield is 0.820. (5) The reactants are [CH3:1][O:2][C:3]1[CH:4]=[C:5]([N:11]2[CH2:20][C:19]3[C:14](=[N:15][C:16](S(C)=O)=[N:17][CH:18]=3)[NH:13][C:12]2=[O:24])[CH:6]=[C:7]([O:9][CH3:10])[CH:8]=1.[CH3:25][N:26]1[CH2:31][CH2:30][N:29]([CH2:32][CH2:33][CH2:34][CH2:35][NH2:36])[CH2:28][CH2:27]1. No catalyst specified. The product is [CH3:1][O:2][C:3]1[CH:4]=[C:5]([N:11]2[CH2:20][C:19]3[C:14](=[N:15][C:16]([NH:36][CH2:35][CH2:34][CH2:33][CH2:32][N:29]4[CH2:28][CH2:27][N:26]([CH3:25])[CH2:31][CH2:30]4)=[N:17][CH:18]=3)[NH:13][C:12]2=[O:24])[CH:6]=[C:7]([O:9][CH3:10])[CH:8]=1. The yield is 0.310.